Task: Predict the reaction yield, written as a fraction of the theoretical maximum amount of product (1.0 means a 100% yield; for example, 0.34 means a 34% yield).. Dataset: Reaction yield outcomes from USPTO patents with 853,638 reactions (1) The reactants are [CH:1]1([N:5]2[CH2:10][CH2:9][CH:8]([O:11][C:12]3[CH:17]=[CH:16][C:15]([C:18]4[CH2:19][CH2:20][N:21](C(OCC5C=CC=CC=5)=O)[CH2:22][CH:23]=4)=[CH:14][CH:13]=3)[CH2:7][CH2:6]2)[CH2:4][CH2:3][CH2:2]1. The catalyst is C(O)C.[Pd]. The product is [CH:1]1([N:5]2[CH2:10][CH2:9][CH:8]([O:11][C:12]3[CH:13]=[CH:14][C:15]([CH:18]4[CH2:23][CH2:22][NH:21][CH2:20][CH2:19]4)=[CH:16][CH:17]=3)[CH2:7][CH2:6]2)[CH2:4][CH2:3][CH2:2]1. The yield is 0.960. (2) The reactants are [C:1](S)([CH3:4])([CH3:3])[CH3:2].C[O-].[Na+].[CH:9]1(Br)[CH2:12][CH2:11][CH2:10]1.O[O:15][S:16]([O-:18])=O.[K+]. The catalyst is CS(C)=O.CO.O. The product is [CH:9]1([S:16]([C:1]([CH3:4])([CH3:3])[CH3:2])(=[O:18])=[O:15])[CH2:12][CH2:11][CH2:10]1. The yield is 0.710. (3) The reactants are [N+:1]([O-:4])(O)=[O:2].S(=O)(=O)(O)O.[C:10]([C:13]1[CH:18]=[CH:17][C:16]([N:19]2[C:27]3[C:22](=[CH:23][CH:24]=[CH:25][CH:26]=3)[C:21]([C:28]3[CH:33]=[CH:32][C:31]([C:34]([OH:36])=[O:35])=[CH:30][CH:29]=3)=[N:20]2)=[CH:15][CH:14]=1)([OH:12])=[O:11].[OH-].[Na+]. No catalyst specified. The product is [C:34]([C:31]1[CH:30]=[CH:29][C:28]([C:21]2[C:22]3[C:27](=[CH:26][CH:25]=[C:24]([N+:1]([O-:4])=[O:2])[CH:23]=3)[N:19]([C:16]3[CH:15]=[CH:14][C:13]([C:10]([OH:12])=[O:11])=[CH:18][CH:17]=3)[N:20]=2)=[CH:33][CH:32]=1)([OH:36])=[O:35]. The yield is 0.450. (4) The reactants are [CH:1]([CH:3]=[O:4])=[O:2].[CH3:5][C:6]([CH3:11])([CH2:9]O)[CH2:7][OH:8].C1(C)C=CC(S(O)(=O)=O)=CC=1.[O-]S([O-])(=O)=O.[Na+].[Na+].C([O-])(O)=O.[Na+]. The catalyst is C1C=CC=CC=1. The product is [CH:1]([CH:3]1[O:8][CH2:7][C:6]([CH3:11])([CH3:9])[CH2:5][O:4]1)=[O:2]. The yield is 0.500. (5) No catalyst specified. The product is [C:39]([NH:37][C@H:19]([C:20]1[N:21]([CH2:33][CH2:34][CH2:35][CH3:36])[CH:22]=[C:23]([C:25]2[CH:30]=[CH:29][C:28]([Cl:31])=[CH:27][C:26]=2[Cl:32])[N:24]=1)[CH2:18][C:15]1[CH:16]=[CH:17][C:12]([O:11][C:8]2[CH:7]=[CH:6][C:5]([C:4]([OH:3])=[O:38])=[CH:10][CH:9]=2)=[CH:13][CH:14]=1)(=[O:41])[CH3:40]. The reactants are Cl.C[O:3][C:4](=[O:38])[C:5]1[CH:10]=[CH:9][C:8]([O:11][C:12]2[CH:17]=[CH:16][C:15]([CH2:18][C@H:19]([NH2:37])[C:20]3[N:21]([CH2:33][CH2:34][CH2:35][CH3:36])[CH:22]=[C:23]([C:25]4[CH:30]=[CH:29][C:28]([Cl:31])=[CH:27][C:26]=4[Cl:32])[N:24]=3)=[CH:14][CH:13]=2)=[CH:7][CH:6]=1.[C:39](O)(=[O:41])[CH3:40]. The yield is 0.800.